The task is: Regression. Given two drug SMILES strings and cell line genomic features, predict the synergy score measuring deviation from expected non-interaction effect.. This data is from NCI-60 drug combinations with 297,098 pairs across 59 cell lines. (1) Drug 1: COC1=CC(=CC(=C1O)OC)C2C3C(COC3=O)C(C4=CC5=C(C=C24)OCO5)OC6C(C(C7C(O6)COC(O7)C8=CC=CS8)O)O. Drug 2: CC1C(C(CC(O1)OC2CC(CC3=C2C(=C4C(=C3O)C(=O)C5=C(C4=O)C(=CC=C5)OC)O)(C(=O)C)O)N)O.Cl. Cell line: BT-549. Synergy scores: CSS=29.0, Synergy_ZIP=-11.7, Synergy_Bliss=-8.50, Synergy_Loewe=-8.01, Synergy_HSA=-5.23. (2) Drug 2: CN(CC1=CN=C2C(=N1)C(=NC(=N2)N)N)C3=CC=C(C=C3)C(=O)NC(CCC(=O)O)C(=O)O. Cell line: MDA-MB-231. Drug 1: C1=C(C(=O)NC(=O)N1)F. Synergy scores: CSS=13.6, Synergy_ZIP=2.31, Synergy_Bliss=6.35, Synergy_Loewe=0.105, Synergy_HSA=0.456. (3) Drug 1: C1CCC(C1)C(CC#N)N2C=C(C=N2)C3=C4C=CNC4=NC=N3. Drug 2: B(C(CC(C)C)NC(=O)C(CC1=CC=CC=C1)NC(=O)C2=NC=CN=C2)(O)O. Cell line: SF-539. Synergy scores: CSS=3.94, Synergy_ZIP=-1.76, Synergy_Bliss=-1.38, Synergy_Loewe=-0.265, Synergy_HSA=-0.831. (4) Drug 1: C1=C(C(=O)NC(=O)N1)N(CCCl)CCCl. Drug 2: C(CCl)NC(=O)N(CCCl)N=O. Cell line: DU-145. Synergy scores: CSS=11.1, Synergy_ZIP=5.03, Synergy_Bliss=7.32, Synergy_Loewe=-2.44, Synergy_HSA=4.71. (5) Drug 1: C1=CC(=CC=C1CCCC(=O)O)N(CCCl)CCCl. Drug 2: C1=NNC2=C1C(=O)NC=N2. Cell line: SW-620. Synergy scores: CSS=16.1, Synergy_ZIP=-3.06, Synergy_Bliss=-2.53, Synergy_Loewe=-25.2, Synergy_HSA=-4.18. (6) Drug 1: C(=O)(N)NO. Drug 2: C1CN(CCN1C(=O)CCBr)C(=O)CCBr. Cell line: OVCAR3. Synergy scores: CSS=3.43, Synergy_ZIP=-0.590, Synergy_Bliss=5.77, Synergy_Loewe=-4.79, Synergy_HSA=0.0667. (7) Drug 2: CC1CCCC2(C(O2)CC(NC(=O)CC(C(C(=O)C(C1O)C)(C)C)O)C(=CC3=CSC(=N3)C)C)C. Synergy scores: CSS=33.0, Synergy_ZIP=0.383, Synergy_Bliss=-0.220, Synergy_Loewe=-12.6, Synergy_HSA=1.33. Drug 1: C1=CN(C=N1)CC(O)(P(=O)(O)O)P(=O)(O)O. Cell line: MALME-3M.